This data is from CYP3A4 inhibition data for predicting drug metabolism from PubChem BioAssay. The task is: Regression/Classification. Given a drug SMILES string, predict its absorption, distribution, metabolism, or excretion properties. Task type varies by dataset: regression for continuous measurements (e.g., permeability, clearance, half-life) or binary classification for categorical outcomes (e.g., BBB penetration, CYP inhibition). Dataset: cyp3a4_veith. (1) The molecule is Nc1c(Cl)ncnc1N1CCOCC1. The result is 0 (non-inhibitor). (2) The drug is COC(=O)N1CCC[C@@]2(CCN(Cc3cc(C(F)(F)F)cc(C(F)(F)F)c3)C2)C1. The result is 0 (non-inhibitor). (3) The molecule is O=C(/C=C/c1cccnc1)c1ccc(NC(=O)c2cccc(Br)c2)cc1. The result is 1 (inhibitor). (4) The compound is CN(C)c1ccc(-c2cncnc2N(C)Cc2ccco2)cc1. The result is 1 (inhibitor). (5) The molecule is CCCCCCCCCC(=O)N[C@@H](CN1CCOCC1)[C@@H](O)c1ccccc1. The result is 1 (inhibitor). (6) The compound is COc1ccc(C(=O)N2CCC[C@@]3(CCN(c4ncccn4)C3)C2)cc1. The result is 1 (inhibitor). (7) The drug is NC(N)=NCCN=C(N)N.O=S(=O)(O)O. The result is 0 (non-inhibitor).